From a dataset of Forward reaction prediction with 1.9M reactions from USPTO patents (1976-2016). Predict the product of the given reaction. (1) Given the reactants [CH3:1][C@H:2]1[C@@H:7]2[C:8]3([CH2:17][C:18]4[CH:19]=[C:20]([C:24]#[N:25])[CH:21]=[N:22][C:23]=4[N:6]2[CH2:5][C@@H:4]([CH3:26])[O:3]1)[C:13](=[O:14])[NH:12][C:11](=[O:15])[NH:10][C:9]3=[O:16].Cl.NO.Cl.C[O:32][NH2:33].C(=O)(O)[O-].[Na+], predict the reaction product. The product is: [OH:32][NH:33][C:24]([C:20]1[CH:21]=[N:22][C:23]2[N:6]3[CH2:5][C@@H:4]([CH3:26])[O:3][C@@H:2]([CH3:1])[C@@H:7]3[C:8]3([C:9](=[O:16])[NH:10][C:11](=[O:15])[NH:12][C:13]3=[O:14])[CH2:17][C:18]=2[CH:19]=1)=[NH:25]. (2) Given the reactants Cl[C:2]1[C:3]([NH2:9])=[N:4][CH:5]=[N:6][C:7]=1Cl.[NH2:10][CH2:11][CH:12]1[CH2:17][CH2:16][N:15]([C:18]([O:20]C(C)(C)C)=O)[CH2:14][CH2:13]1.[F:25][C:26]([F:37])([F:36])[C:27]1[CH:32]=[CH:31][C:30](B(O)O)=[CH:29][CH:28]=1.[C:38](Cl)(=O)[CH:39]=C, predict the reaction product. The product is: [NH2:9][C:3]1[N:4]=[CH:5][N:6]=[C:7]([NH:10][CH2:11][CH:12]2[CH2:13][CH2:14][N:15]([C:18](=[O:20])[CH:38]=[CH2:39])[CH2:16][CH2:17]2)[C:2]=1[C:30]1[CH:31]=[CH:32][C:27]([C:26]([F:37])([F:36])[F:25])=[CH:28][CH:29]=1. (3) Given the reactants [NH2:1][C:2]1[N:7]=[CH:6][C:5]([C:8]([N:10]=[S:11]([C:14]2[CH:15]=[C:16]([CH2:20][C:21]([O:23]C)=[O:22])[CH:17]=[CH:18][CH:19]=2)([CH3:13])=[O:12])=[O:9])=[CH:4][C:3]=1[C:25]#[C:26][C:27]1[CH:32]=[CH:31][CH:30]=[C:29]([NH:33][C:34]([C:36]2[N:40]([CH3:41])[N:39]=[C:38]([CH3:42])[CH:37]=2)=[O:35])[CH:28]=1.[OH-].[Na+].Cl, predict the reaction product. The product is: [NH2:1][C:2]1[N:7]=[CH:6][C:5]([C:8]([N:10]=[S:11]([C:14]2[CH:15]=[C:16]([CH2:20][C:21]([OH:23])=[O:22])[CH:17]=[CH:18][CH:19]=2)([CH3:13])=[O:12])=[O:9])=[CH:4][C:3]=1[C:25]#[C:26][C:27]1[CH:32]=[CH:31][CH:30]=[C:29]([NH:33][C:34]([C:36]2[N:40]([CH3:41])[N:39]=[C:38]([CH3:42])[CH:37]=2)=[O:35])[CH:28]=1. (4) Given the reactants [CH3:1][C:2]([C:4]1[CH:9]=[C:8]([O:10][C:11]([CH3:13])=[O:12])[CH:7]=[C:6]([O:14][C:15]([CH3:17])=[O:16])[CH:5]=1)=[O:3], predict the reaction product. The product is: [OH:3][CH:2]([C:4]1[CH:9]=[C:8]([O:10][C:11](=[O:12])[CH3:13])[CH:7]=[C:6]([O:14][C:15](=[O:16])[CH3:17])[CH:5]=1)[CH3:1].